This data is from Full USPTO retrosynthesis dataset with 1.9M reactions from patents (1976-2016). The task is: Predict the reactants needed to synthesize the given product. (1) The reactants are: [F:1][C:2]1[C:7]([O:8][CH3:9])=[CH:6][C:5]([O:10][CH3:11])=[C:4]([F:12])[C:3]=1[C:13]1[N:18]=[CH:17][C:16]2[C:19](I)=[N:20][N:21](C3CCCCO3)[C:15]=2[CH:14]=1.[O:29]1[CH2:34][CH2:33][CH:32]([N:35]2[CH2:43][C:42]3[C:37](=[CH:38][CH:39]=[C:40](B4OC(C)(C)C(C)(C)O4)[CH:41]=3)[C:36]2=[O:53])[CH2:31][CH2:30]1. Given the product [F:12][C:4]1[C:5]([O:10][CH3:11])=[CH:6][C:7]([O:8][CH3:9])=[C:2]([F:1])[C:3]=1[C:13]1[N:18]=[CH:17][C:16]2[C:19]([C:40]3[CH:41]=[C:42]4[C:37](=[CH:38][CH:39]=3)[C:36](=[O:53])[N:35]([CH:32]3[CH2:33][CH2:34][O:29][CH2:30][CH2:31]3)[CH2:43]4)=[N:20][NH:21][C:15]=2[CH:14]=1, predict the reactants needed to synthesize it. (2) Given the product [F:27][C:28]([F:41])([F:40])[S:29]([O:1][C:2]1[CH:3]=[CH:4][C:5]2[CH2:6][CH2:7][CH:8]([NH:12][C:13]([O:14][C:15]([CH3:16])([CH3:18])[CH3:17])=[O:19])[CH2:9][C:10]=2[CH:11]=1)(=[O:31])=[O:30], predict the reactants needed to synthesize it. The reactants are: [OH:1][C:2]1[CH:11]=[C:10]2[C:5]([CH2:6][CH2:7][CH:8]([NH:12][C:13](=[O:19])[O:14][C:15]([CH3:18])([CH3:17])[CH3:16])[CH2:9]2)=[CH:4][CH:3]=1.C(N(CC)CC)C.[F:27][C:28]([F:41])([F:40])[S:29](O[S:29]([C:28]([F:41])([F:40])[F:27])(=[O:31])=[O:30])(=[O:31])=[O:30]. (3) Given the product [F:41][C:38]1[CH:39]=[CH:40][C:35]([C@@H:11]2[CH2:10][C@@H:9]([OH:8])[CH2:18][C@@H:17]3[N:12]2[C:13](=[O:34])/[C:14](=[CH:19]/[C:20]2[CH:25]=[CH:24][C:23]([N:26]4[CH:30]=[C:29]([CH3:31])[N:28]=[CH:27]4)=[C:22]([O:32][CH3:33])[CH:21]=2)/[CH2:15][CH2:16]3)=[CH:36][CH:37]=1, predict the reactants needed to synthesize it. The reactants are: [Si]([O:8][C@H:9]1[CH2:18][C@@H:17]2[N:12]([C:13](=[O:34])/[C:14](=[CH:19]/[C:20]3[CH:25]=[CH:24][C:23]([N:26]4[CH:30]=[C:29]([CH3:31])[N:28]=[CH:27]4)=[C:22]([O:32][CH3:33])[CH:21]=3)/[CH2:15][CH2:16]2)[C@H:11]([C:35]2[CH:40]=[CH:39][C:38]([F:41])=[CH:37][CH:36]=2)[CH2:10]1)(C(C)(C)C)(C)C.[Cl-].[NH4+].C(OCC)(=O)C. (4) Given the product [C:36]([O:40][C:41](=[O:42])[NH:43][C@H:44]1[CH2:48][CH2:47][N:46]([S:23]([C:21]2[CH:20]=[CH:19][C:8]3[N:9]([CH2:10][CH:11]4[CH2:16][CH2:15][C:14]([F:18])([F:17])[CH2:13][CH2:12]4)[C:5]([C:1]([CH3:4])([CH3:3])[CH3:2])=[N:6][C:7]=3[CH:22]=2)(=[O:25])=[O:24])[CH2:45]1)([CH3:39])([CH3:37])[CH3:38], predict the reactants needed to synthesize it. The reactants are: [C:1]([C:5]1[N:9]([CH2:10][CH:11]2[CH2:16][CH2:15][C:14]([F:18])([F:17])[CH2:13][CH2:12]2)[C:8]2[CH:19]=[CH:20][C:21]([S:23](Cl)(=[O:25])=[O:24])=[CH:22][C:7]=2[N:6]=1)([CH3:4])([CH3:3])[CH3:2].C(N(CC)C(C)C)(C)C.[C:36]([O:40][C:41]([NH:43][C@H:44]1[CH2:48][CH2:47][NH:46][CH2:45]1)=[O:42])([CH3:39])([CH3:38])[CH3:37].